From a dataset of Ames mutagenicity test results for genotoxicity prediction. Regression/Classification. Given a drug SMILES string, predict its toxicity properties. Task type varies by dataset: regression for continuous values (e.g., LD50, hERG inhibition percentage) or binary classification for toxic/non-toxic outcomes (e.g., AMES mutagenicity, cardiotoxicity, hepatotoxicity). Dataset: ames. The drug is CCN(CC)CCNc1ccc(C)c2sc3ccccc3c(=O)c12. The result is 1 (mutagenic).